Task: Predict the reaction yield, written as a fraction of the theoretical maximum amount of product (1.0 means a 100% yield; for example, 0.34 means a 34% yield).. Dataset: Reaction yield outcomes from USPTO patents with 853,638 reactions The reactants are [Br:1][C:2]1[CH:3]=[C:4]([CH:8]([O:10][C:11]2[CH:16]=[CH:15][C:14]([S:17][C:18]3[CH:23]=[CH:22][C:21]([OH:24])=[CH:20][CH:19]=3)=[C:13]([N+:25]([O-])=O)[CH:12]=2)[CH3:9])[CH:5]=[CH:6][CH:7]=1.[NH4+].[Cl-]. The catalyst is [Fe]. The product is [NH2:25][C:13]1[CH:12]=[C:11]([O:10][CH:8]([C:4]2[CH:5]=[CH:6][CH:7]=[C:2]([Br:1])[CH:3]=2)[CH3:9])[CH:16]=[CH:15][C:14]=1[S:17][C:18]1[CH:19]=[CH:20][C:21]([OH:24])=[CH:22][CH:23]=1. The yield is 0.760.